This data is from Forward reaction prediction with 1.9M reactions from USPTO patents (1976-2016). The task is: Predict the product of the given reaction. (1) Given the reactants [O:1]1[CH2:5][CH2:4][CH2:3][CH:2]1[CH2:6][NH2:7].[CH3:8][O:9][C:10]1[CH:11]=[C:12]([CH:28]=[CH:29][CH:30]=1)[CH2:13][C:14]1[C:15]([CH3:27])=[N:16][C:17]2[N:18]([N:21]=[CH:22][C:23]=2[C:24](O)=[O:25])[C:19]=1[CH3:20], predict the reaction product. The product is: [CH3:8][O:9][C:10]1[CH:11]=[C:12]([CH:28]=[CH:29][CH:30]=1)[CH2:13][C:14]1[C:15]([CH3:27])=[N:16][C:17]2[N:18]([N:21]=[CH:22][C:23]=2[C:24]([NH:7][CH2:6][CH:2]2[CH2:3][CH2:4][CH2:5][O:1]2)=[O:25])[C:19]=1[CH3:20]. (2) Given the reactants [NH2:1][C:2]1[CH:30]=[CH:29][C:5]2[NH:6][C:7]([C:12]3[C:13](=[O:28])[N:14]([CH2:23][CH2:24][CH:25]([CH3:27])[CH3:26])[C:15]4[C:20]([C:21]=3[OH:22])=[CH:19][CH:18]=[CH:17][N:16]=4)=[N:8][S:9](=[O:11])(=[O:10])[C:4]=2[CH:3]=1.[F:31][C:32]([F:43])([F:42])[C:33](O[C:33](=[O:34])[C:32]([F:43])([F:42])[F:31])=[O:34], predict the reaction product. The product is: [F:31][C:32]([F:43])([F:42])[C:33]([NH:1][C:2]1[CH:30]=[CH:29][C:5]2[NH:6][C:7]([C:12]3[C:13](=[O:28])[N:14]([CH2:23][CH2:24][CH:25]([CH3:27])[CH3:26])[C:15]4[C:20]([C:21]=3[OH:22])=[CH:19][CH:18]=[CH:17][N:16]=4)=[N:8][S:9](=[O:11])(=[O:10])[C:4]=2[CH:3]=1)=[O:34]. (3) Given the reactants [CH3:1][N:2]([CH3:14])[CH2:3][CH2:4][O:5][C:6]1[CH:13]=[CH:12][C:9]([CH:10]=O)=[CH:8][CH:7]=1.[CH2:15]([Li])CCC.CBr.C1([PH+](C2C=CC=CC=2)C2C=CC=CC=2)C=CC=CC=1.[C:41](=[O:48])([O:43][C:44](C)(C)C)[NH2:42].S(Cl)(Cl)=O.Br[C:54]1[CH:59]=[CH:58][C:57]([NH2:60])=[C:56]([NH2:61])[CH:55]=1.NC1CCCCC1N, predict the reaction product. The product is: [CH3:1][N:2]([CH3:14])[CH2:3][CH2:4][O:5][C:6]1[CH:13]=[CH:12][C:9]([C@H:10]2[CH2:44][O:43][C:41](=[O:48])[N:42]2[C:54]2[CH:59]=[CH:58][C:57]3[NH:60][CH:15]=[N:61][C:56]=3[CH:55]=2)=[CH:8][CH:7]=1. (4) Given the reactants COC1C=C(OC)C=CC=1C[NH:6][C:7]1[N:16]2[N:17]=[C:18]([CH2:20][OH:21])[N:19]=[C:15]2[C:14]2[C:9](=[C:10]3[O:24][C:23]([F:26])([F:25])[O:22][C:11]3=[CH:12][CH:13]=2)[N:8]=1.FC(F)(F)C(O)=O, predict the reaction product. The product is: [NH2:6][C:7]1[N:16]2[N:17]=[C:18]([CH2:20][OH:21])[N:19]=[C:15]2[C:14]2[C:9](=[C:10]3[O:24][C:23]([F:26])([F:25])[O:22][C:11]3=[CH:12][CH:13]=2)[N:8]=1. (5) Given the reactants [Cl:1][C:2]1[CH:3]=[CH:4][C:5]2[N:9]=[N:8][NH:7][C:6]=2[CH:10]=1.[OH-].[Na+].[Cl:13][CH2:14][CH2:15][CH2:16]Br, predict the reaction product. The product is: [Cl:13][CH2:14][CH2:15][CH2:16][N:7]1[C:6]2[CH:10]=[C:2]([Cl:1])[CH:3]=[CH:4][C:5]=2[N:9]=[N:8]1. (6) Given the reactants Br[C:2]1[N:7]=[CH:6][C:5]2=[N:8][N:9]([CH3:12])[C:10]([CH3:11])=[C:4]2[CH:3]=1.[NH2:13][C:14]1[C:15](=[O:22])[N:16]([CH3:21])[CH:17]=[C:18]([Br:20])[CH:19]=1.C(=O)([O-])[O-].[Cs+].[Cs+].C1C=CC(P(C2C(C3C(P(C4C=CC=CC=4)C4C=CC=CC=4)=CC=C4C=3C=CC=C4)=C3C(C=CC=C3)=CC=2)C2C=CC=CC=2)=CC=1, predict the reaction product. The product is: [Br:20][C:18]1[CH:19]=[C:14]([NH:13][C:2]2[N:7]=[CH:6][C:5]3=[N:8][N:9]([CH3:12])[C:10]([CH3:11])=[C:4]3[CH:3]=2)[C:15](=[O:22])[N:16]([CH3:21])[CH:17]=1. (7) Given the reactants [Cl:1][C@@H:2]1[CH2:6][N:5](C(OCC2C3C=CC=CC=3C3C2=CC=CC=3)=O)[C@@H:4]2[C@@H:24]([OH:27])[CH2:25][O:26][C@H:3]12.Cl[C@@H]1CN(C(OCC2C=CC=CC=2)=O)[C@@H]2[C@@H](O)CO[C@H]12.[H][H], predict the reaction product. The product is: [Cl:1][C@@H:2]1[CH2:6][NH:5][C@@H:4]2[C@@H:24]([OH:27])[CH2:25][O:26][C@H:3]12. (8) Given the reactants [CH3:1][O:2][C:3]1[CH:23]=[CH:22][C:6]([CH2:7][N:8]2[CH2:12][CH2:11][CH:10]([C:13]3[CH:18]=[CH:17][C:16]([N+:19]([O-])=O)=[CH:15][N:14]=3)[CH2:9]2)=[CH:5][CH:4]=1, predict the reaction product. The product is: [CH3:1][O:2][C:3]1[CH:4]=[CH:5][C:6]([CH2:7][N:8]2[CH2:12][CH2:11][CH:10]([C:13]3[N:14]=[CH:15][C:16]([NH2:19])=[CH:17][CH:18]=3)[CH2:9]2)=[CH:22][CH:23]=1. (9) The product is: [CH3:33][C@@H:28]1[N:27]([CH2:26][C@H:13]2[CH2:14][N:15]([S:18]([C:21]3[S:22][CH:23]=[CH:24][CH:25]=3)(=[O:19])=[O:20])[CH2:16][CH2:17][N:12]2[C:9]2[CH:8]=[CH:7][C:6]([C@@:3]([OH:5])([CH3:4])[C:2]([F:1])([F:34])[F:35])=[CH:11][CH:10]=2)[C:32](=[O:37])[CH2:31][O:30][CH2:29]1. Given the reactants [F:1][C:2]([F:35])([F:34])[C:3]([C:6]1[CH:11]=[CH:10][C:9]([N:12]2[CH2:17][CH2:16][N:15]([S:18]([C:21]3[S:22][CH:23]=[CH:24][CH:25]=3)(=[O:20])=[O:19])[CH2:14][CH:13]2[CH2:26][N:27]2[CH2:32][CH2:31][O:30][CH2:29][C@@H:28]2[CH3:33])=[CH:8][CH:7]=1)([OH:5])[CH3:4].I([O-])(=O)(=O)=[O:37].[Na+], predict the reaction product. (10) Given the reactants Br[CH2:2][C:3]1[N:8]=[C:7]2[N:9]([CH3:12])[N:10]=[CH:11][C:6]2=[C:5]([C:13]2[CH:18]=[CH:17][C:16]([N+:19]([O-:21])=[O:20])=[CH:15][CH:14]=2)[CH:4]=1.[CH3:22][S:23]([O-:25])=[O:24].[Na+], predict the reaction product. The product is: [CH3:22][S:23]([CH2:2][C:3]1[N:8]=[C:7]2[N:9]([CH3:12])[N:10]=[CH:11][C:6]2=[C:5]([C:13]2[CH:18]=[CH:17][C:16]([N+:19]([O-:21])=[O:20])=[CH:15][CH:14]=2)[CH:4]=1)(=[O:25])=[O:24].